This data is from Reaction yield outcomes from USPTO patents with 853,638 reactions. The task is: Predict the reaction yield, written as a fraction of the theoretical maximum amount of product (1.0 means a 100% yield; for example, 0.34 means a 34% yield). The reactants are Br[C:2]1[CH:7]=[CH:6][C:5]([Br:8])=[CH:4][N:3]=1.[C:9]([O:13][C:14]([N:16]1[CH2:21][CH2:20][CH:19]([NH2:22])[CH2:18][CH2:17]1)=[O:15])([CH3:12])([CH3:11])[CH3:10].C(N(C(C)C)CC)(C)C. The catalyst is CN1CCCC1=O. The product is [C:9]([O:13][C:14]([N:16]1[CH2:21][CH2:20][CH:19]([NH:22][C:2]2[CH:7]=[CH:6][C:5]([Br:8])=[CH:4][N:3]=2)[CH2:18][CH2:17]1)=[O:15])([CH3:12])([CH3:10])[CH3:11]. The yield is 0.100.